This data is from Reaction yield outcomes from USPTO patents with 853,638 reactions. The task is: Predict the reaction yield, written as a fraction of the theoretical maximum amount of product (1.0 means a 100% yield; for example, 0.34 means a 34% yield). (1) The reactants are [CH2:1]([O:8][C@@H:9]1[C@@H:41]([O:42][CH2:43][C:44]2[CH:49]=[CH:48][CH:47]=[CH:46][CH:45]=2)[C@H:40]([O:50][C@@H:51]2[O:80][C@H:79]([CH3:81])[C@@H:70]([O:71][CH2:72][C:73]3[CH:78]=[CH:77][CH:76]=[CH:75][CH:74]=3)[C@H:61]([O:62][CH2:63][C:64]3[CH:69]=[CH:68][CH:67]=[CH:66][CH:65]=3)[C@H:52]2[O:53][CH2:54][C:55]2[CH:60]=[CH:59][CH:58]=[CH:57][CH:56]=2)[C@@H:39]([CH2:82][O:83][CH2:84][C:85]2[CH:90]=[CH:89][CH:88]=[CH:87][CH:86]=2)[O:38][CH:10]1[O:11][C@@H:12]1[C@@H:19]2[C@@H:15]([N:16]([C:20]([O:22][CH2:23]C3C=CC=CC=3)=[O:21])[O:17][CH2:18]2)[CH2:14][C@H:13]1[O:30][CH2:31][C:32]1[CH:37]=[CH:36][CH:35]=[CH:34][CH:33]=1)[C:2]1[CH:7]=[CH:6][CH:5]=[CH:4][CH:3]=1.C1(C)C=CC=CC=1.C[O-].[Na+].C(OCC)C. The catalyst is CO. The product is [CH2:1]([O:8][C@@H:9]1[C@@H:41]([O:42][CH2:43][C:44]2[CH:49]=[CH:48][CH:47]=[CH:46][CH:45]=2)[C@H:40]([O:50][C@@H:51]2[O:80][C@H:79]([CH3:81])[C@@H:70]([O:71][CH2:72][C:73]3[CH:74]=[CH:75][CH:76]=[CH:77][CH:78]=3)[C@H:61]([O:62][CH2:63][C:64]3[CH:65]=[CH:66][CH:67]=[CH:68][CH:69]=3)[C@H:52]2[O:53][CH2:54][C:55]2[CH:60]=[CH:59][CH:58]=[CH:57][CH:56]=2)[C@@H:39]([CH2:82][O:83][CH2:84][C:85]2[CH:86]=[CH:87][CH:88]=[CH:89][CH:90]=2)[O:38][C@@H:10]1[O:11][C@@H:12]1[C@@H:19]2[C@@H:15]([N:16]([C:20]([O:22][CH3:23])=[O:21])[O:17][CH2:18]2)[CH2:14][C@H:13]1[O:30][CH2:31][C:32]1[CH:33]=[CH:34][CH:35]=[CH:36][CH:37]=1)[C:2]1[CH:7]=[CH:6][CH:5]=[CH:4][CH:3]=1. The yield is 0.470. (2) The reactants are C([NH:5][C:6]([N:8]1[C:16]2[C:11](=[CH:12][C:13]([C:17]([F:20])([F:19])[F:18])=[CH:14][CH:15]=2)[C:10]([NH:21][CH2:22][C:23](=[O:41])[NH:24][CH:25]2[CH2:28][N:27]([CH:29]3[CH2:34][CH2:33][C:32]([OH:40])([C:35]4[S:36][CH:37]=[CH:38][N:39]=4)[CH2:31][CH2:30]3)[CH2:26]2)=[N:9]1)=[O:7])(C)(C)C. The yield is 0.270. The product is [OH:40][C:32]1([C:35]2[S:36][CH:37]=[CH:38][N:39]=2)[CH2:31][CH2:30][CH:29]([N:27]2[CH2:26][CH:25]([NH:24][C:23]([CH2:22][NH:21][C:10]3[C:11]4[C:16](=[CH:15][CH:14]=[C:13]([C:17]([F:19])([F:20])[F:18])[CH:12]=4)[N:8]([C:6]([NH2:5])=[O:7])[N:9]=3)=[O:41])[CH2:28]2)[CH2:34][CH2:33]1. The catalyst is C(O)(C(F)(F)F)=O. (3) The reactants are [N:1]1[CH:6]=[CH:5][C:4]([C:7]2[N:17]=[C:11]3[CH2:12][CH2:13][O:14][CH2:15][CH2:16][N:10]3[C:9](=[O:18])[CH:8]=2)=[N:3][CH:2]=1.C[Si]([N-][Si](C)(C)C)(C)C.[Li+].[Br:29]Br. The catalyst is O1CCCC1. The product is [Br:29][CH:12]1[C:11]2=[N:17][C:7]([C:4]3[CH:5]=[CH:6][N:1]=[CH:2][N:3]=3)=[CH:8][C:9](=[O:18])[N:10]2[CH2:16][CH2:15][O:14][CH2:13]1. The yield is 0.330.